From a dataset of Reaction yield outcomes from USPTO patents with 853,638 reactions. Predict the reaction yield, written as a fraction of the theoretical maximum amount of product (1.0 means a 100% yield; for example, 0.34 means a 34% yield). (1) The reactants are [OH:1][C:2]1[CH:3]=[C:4]([CH:9]=[CH:10][C:11]=1I)[C:5]([O:7][CH3:8])=[O:6].[CH3:13][Si:14]([C:17]#[CH:18])([CH3:16])[CH3:15]. The catalyst is C1COCC1.C(Cl)(Cl)Cl.Cl[Pd](Cl)([P](C1C=CC=CC=1)(C1C=CC=CC=1)C1C=CC=CC=1)[P](C1C=CC=CC=1)(C1C=CC=CC=1)C1C=CC=CC=1. The product is [OH:1][C:2]1[CH:3]=[C:4]([CH:9]=[CH:10][C:11]=1[C:18]#[C:17][Si:14]([CH3:16])([CH3:15])[CH3:13])[C:5]([O:7][CH3:8])=[O:6]. The yield is 0.910. (2) The reactants are [C:1]([C:3]1[CH:4]=[C:5]([C:9]2[CH:10]=[C:11]3[C:17]([C:18]4[CH:19]=[C:20]([CH2:24][CH2:25][NH:26]C(=O)OC(C)(C)C)[CH:21]=[CH:22][CH:23]=4)=[CH:16][NH:15][C:12]3=[N:13][CH:14]=2)[CH:6]=[CH:7][CH:8]=1)#[N:2].Cl.O1CCOCC1. No catalyst specified. The product is [NH2:26][CH2:25][CH2:24][C:20]1[CH:19]=[C:18]([C:17]2[C:11]3[C:12](=[N:13][CH:14]=[C:9]([C:5]4[CH:4]=[C:3]([CH:8]=[CH:7][CH:6]=4)[C:1]#[N:2])[CH:10]=3)[NH:15][CH:16]=2)[CH:23]=[CH:22][CH:21]=1. The yield is 0.230.